This data is from Forward reaction prediction with 1.9M reactions from USPTO patents (1976-2016). The task is: Predict the product of the given reaction. (1) The product is: [Br:3][C:4]1[CH:5]=[C:6]([NH2:13])[C:7]2[CH:8]=[N:9][N:10]([S:21]([C:18]3[CH:19]=[CH:20][C:15]([CH3:14])=[CH:16][CH:17]=3)(=[O:23])=[O:22])[C:11]=2[CH:12]=1. Given the reactants [H-].[Na+].[Br:3][C:4]1[CH:5]=[C:6]([NH2:13])[C:7]2[CH:8]=[N:9][NH:10][C:11]=2[CH:12]=1.[CH3:14][C:15]1[CH:20]=[CH:19][C:18]([S:21](Cl)(=[O:23])=[O:22])=[CH:17][CH:16]=1, predict the reaction product. (2) Given the reactants Br[C:2]1[CH:10]=[C:9]2[C:5]([C:6]([C:22]#[N:23])=[C:7]([C:13]3[CH:18]=[CH:17][C:16]([O:19][CH2:20][CH3:21])=[CH:15][CH:14]=3)[N:8]2[CH2:11][CH3:12])=[CH:4][CH:3]=1.BrC1C=C2C(C=CN2)=CC=1.C([O-])([O-])=O.[K+].[K+].[C:40](=[O:47])([O:42][C:43]([CH3:46])([CH3:45])[CH3:44])[NH2:41].CNC1CCCCC1NC, predict the reaction product. The product is: [C:43]([O:42][C:40](=[O:47])[NH:41][C:2]1[CH:10]=[C:9]2[C:5]([C:6]([C:22]#[N:23])=[C:7]([C:13]3[CH:18]=[CH:17][C:16]([O:19][CH2:20][CH3:21])=[CH:15][CH:14]=3)[N:8]2[CH2:11][CH3:12])=[CH:4][CH:3]=1)([CH3:46])([CH3:45])[CH3:44].